Dataset: Forward reaction prediction with 1.9M reactions from USPTO patents (1976-2016). Task: Predict the product of the given reaction. (1) Given the reactants [Br:1][CH:2]([CH2:6][C:7]1[CH:12]=[CH:11][CH:10]=[CH:9][CH:8]=1)[C:3](O)=[O:4].C(Cl)(=O)C([Cl:16])=O, predict the reaction product. The product is: [Br:1][CH:2]([CH2:6][C:7]1[CH:12]=[CH:11][CH:10]=[CH:9][CH:8]=1)[C:3]([Cl:16])=[O:4]. (2) Given the reactants [CH2:1]([O:3][C:4]([C:6]1[CH:7]=[N:8][C:9]2[C:14]([C:15]=1Cl)=[CH:13][C:12]([F:17])=[CH:11][CH:10]=2)=[O:5])[CH3:2].C(N(C(C)C)CC)(C)C.[H][H], predict the reaction product. The product is: [CH2:1]([O:3][C:4]([C:6]1[CH:7]=[N:8][C:9]2[C:14]([CH:15]=1)=[CH:13][C:12]([F:17])=[CH:11][CH:10]=2)=[O:5])[CH3:2]. (3) Given the reactants Br[C:2]1[S:3][C:4]2[CH2:10][CH2:9][C:8]([CH3:12])([CH3:11])[C:7](=[O:13])[C:5]=2[CH:6]=1.[N:14]1[CH:19]=[CH:18][C:17](B(O)O)=[CH:16][CH:15]=1.ClCCl.C(=O)([O-])[O-].[Cs+].[Cs+], predict the reaction product. The product is: [CH3:11][C:8]1([CH3:12])[C:7](=[O:13])[C:5]2[CH:6]=[C:2]([C:17]3[CH:18]=[CH:19][N:14]=[CH:15][CH:16]=3)[S:3][C:4]=2[CH2:10][CH2:9]1.